From a dataset of Reaction yield outcomes from USPTO patents with 853,638 reactions. Predict the reaction yield, written as a fraction of the theoretical maximum amount of product (1.0 means a 100% yield; for example, 0.34 means a 34% yield). The reactants are Cl.[F:2][C:3]1[CH:4]=[C:5]2[C:10](=[C:11]([N:13]3[CH2:18][CH2:17][N:16]([CH3:19])[CH2:15][CH2:14]3)[CH:12]=1)[N:9]=[C:8]([C:20]([OH:22])=O)[CH:7]=[C:6]2[O:23][CH3:24].[O:25]1[CH2:30][CH2:29][N:28]([C:31]2[CH:37]=[CH:36][C:34]([NH2:35])=[CH:33][CH:32]=2)[CH2:27][CH2:26]1.CN(C(ON1N=NC2C=CC=CC1=2)=[N+](C)C)C.[B-](F)(F)(F)F.C1C=CC2N(O)N=NC=2C=1. The catalyst is CN(C=O)C. The product is [N:28]1([C:31]2[CH:32]=[CH:33][C:34]([NH:35][C:20]([C:8]3[CH:7]=[C:6]([O:23][CH3:24])[C:5]4[C:10](=[C:11]([N:13]5[CH2:18][CH2:17][N:16]([CH3:19])[CH2:15][CH2:14]5)[CH:12]=[C:3]([F:2])[CH:4]=4)[N:9]=3)=[O:22])=[CH:36][CH:37]=2)[CH2:27][CH2:26][O:25][CH2:30][CH2:29]1. The yield is 0.930.